Task: Regression. Given a peptide amino acid sequence and an MHC pseudo amino acid sequence, predict their binding affinity value. This is MHC class II binding data.. Dataset: Peptide-MHC class II binding affinity with 134,281 pairs from IEDB (1) The peptide sequence is GELQIVDKIDAAFDI. The MHC is DRB1_1501 with pseudo-sequence DRB1_1501. The binding affinity (normalized) is 0.227. (2) The binding affinity (normalized) is 0.138. The peptide sequence is SLHIYWGKEDDYG. The MHC is HLA-DQA10101-DQB10501 with pseudo-sequence HLA-DQA10101-DQB10501. (3) The peptide sequence is SLQYLALVALVAPKK. The MHC is HLA-DQA10104-DQB10503 with pseudo-sequence HLA-DQA10104-DQB10503. The binding affinity (normalized) is 0.0888. (4) The peptide sequence is TDLQYFRTACNPRGR. The MHC is DRB1_0101 with pseudo-sequence DRB1_0101. The binding affinity (normalized) is 0.900. (5) The peptide sequence is NVVKSGIFLSVAAGN. The MHC is DRB1_0401 with pseudo-sequence DRB1_0401. The binding affinity (normalized) is 0.659. (6) The peptide sequence is AGATAGTTVYGAFAA. The MHC is HLA-DPA10103-DPB10401 with pseudo-sequence HLA-DPA10103-DPB10401. The binding affinity (normalized) is 0.163.